This data is from Peptide-MHC class II binding affinity with 134,281 pairs from IEDB. The task is: Regression. Given a peptide amino acid sequence and an MHC pseudo amino acid sequence, predict their binding affinity value. This is MHC class II binding data. (1) The peptide sequence is GKNLVFSPGRKNGSF. The MHC is DRB1_0801 with pseudo-sequence DRB1_0801. The binding affinity (normalized) is 0.561. (2) The peptide sequence is QMKDCTERQANFLGKIW. The MHC is DRB1_0401 with pseudo-sequence DRB1_0401. The binding affinity (normalized) is 0.255.